From a dataset of Reaction yield outcomes from USPTO patents with 853,638 reactions. Predict the reaction yield, written as a fraction of the theoretical maximum amount of product (1.0 means a 100% yield; for example, 0.34 means a 34% yield). (1) The reactants are [CH3:1][C:2]1[CH:3]=[C:4]2[N:9]([CH:10]=1)[CH:8]=[CH:7][CH:6]=[CH:5]2.[CH2:11]=[C:12]1[N:13]=[C:14]([C:26]2[CH:31]=[CH:30][CH:29]=[CH:28][CH:27]=2)[O:15][C:16](=[O:25])/[C:17]/1=[CH:18]/[C:19](=[CH:23]\[CH3:24])/[C:20](Cl)=[O:21]. The catalyst is C1COCC1.C(OCC)(=O)C. The product is [CH2:11]=[C:12]1[N:13]=[C:14]([C:26]2[CH:27]=[CH:28][CH:29]=[CH:30][CH:31]=2)[O:15][C:16](=[O:25])/[C:17]/1=[CH:18]/[C:19](/[C:20]([C:10]1[N:9]2[C:4]([CH:5]=[CH:6][CH:7]=[CH:8]2)=[CH:3][C:2]=1[CH3:1])=[O:21])=[CH:23]\[CH3:24]. The yield is 0.690. (2) The yield is 0.790. The catalyst is C(Cl)Cl.CCOCC.C([O-])(O)=O.[Na+]. The reactants are CC(OI1(OC(C)=O)(OC(C)=O)OC(=O)C2C=CC=CC1=2)=O.[C:23]([O:27][C:28]([N:30]1[CH2:35][CH2:34][C:33]2[N:36]([CH2:49][CH2:50][CH2:51][OH:52])[N:37]=[C:38]([C:39]3[CH:44]=[CH:43][C:42]([C:45]([F:48])([F:47])[F:46])=[CH:41][CH:40]=3)[C:32]=2[CH2:31]1)=[O:29])([CH3:26])([CH3:25])[CH3:24]. The product is [C:23]([O:27][C:28]([N:30]1[CH2:35][CH2:34][C:33]2[N:36]([CH2:49][CH2:50][CH:51]=[O:52])[N:37]=[C:38]([C:39]3[CH:44]=[CH:43][C:42]([C:45]([F:48])([F:46])[F:47])=[CH:41][CH:40]=3)[C:32]=2[CH2:31]1)=[O:29])([CH3:26])([CH3:25])[CH3:24].